From a dataset of Experimentally validated miRNA-target interactions with 360,000+ pairs, plus equal number of negative samples. Binary Classification. Given a miRNA mature sequence and a target amino acid sequence, predict their likelihood of interaction. (1) Result: 0 (no interaction). The miRNA is hsa-miR-6516-3p with sequence AUCAUGUAUGAUACUGCAAACA. The protein sequence of the target gene is MIGGLFIYNHKGEVLISRVYRDDIGRNAVDAFRVNVIHARQQVRSPVTNIARTSFFHVKRSNIWLAAVTKQNVNAAMVFEFLYKMCDVMTAYFGKISEENIKNNFVLIYELLDEILDFGYPQNSETGALKTFITQQGIKSQHLTKEEQSQITSQVTGQIGWRREGIKYRRNELFLDVLESVNLLMSPQGQVLSAHVSGRVVMKSYLSGMPECKFGMNDKIVIDKQGKGGTTDDTGKSGKQSIAIDDCTFHQCVRLSKFDSERSISFIPPDGEYELMRYRTTKDIILPFRVIPLVREVGRT.... (2) The miRNA is mmu-miR-346-3p with sequence AGGCAGGGGCUGGGCCUGCAGC. The protein sequence of the target gene is MQVSVTLLGLLFTVAACSIHVLSQPDAVNAPLTCCYSFTGKMIPMSRLENYKRITSSRCPKEAVVFVTKLKREICADPNKEWVQKYIRKLDQNQVRSETTVFYKIASTLRTSAPLNVNLTHKSEANASTLFSTTTSSTSVEVTSMTEN. Result: 0 (no interaction). (3) The miRNA is hsa-miR-3670 with sequence AGAGCUCACAGCUGUCCUUCUCUA. The protein sequence of the target gene is MAGKKVCIVGSGNWGSAIAKIVGSNAGRLAHFDPRVTMWVFEEDIGGRKLTEIINTQHENVKYLPGHKLPPNVVAIPDVVQAATGADILVFVVPHQFIGKICDQLKGHLKANTIGISLIKGVDEGPNGLKLISEVIGERLGIPMSVLMGANIASEVAEEKFCETTIGCKDPAQGQLLKDLMQTPNFRITVVQEVDTVEICGALKNIVAVGAGFCDGLGFGDNTKAAVIRLGLMEMIAFAKLFCSGTVSSATFLESCGVADLITTCYGGRNRKVAEAFARTGKSIEQLEKEMLNGQKLQGP.... Result: 0 (no interaction).